From a dataset of Retrosynthesis with 50K atom-mapped reactions and 10 reaction types from USPTO. Predict the reactants needed to synthesize the given product. The reactants are: CC(C)Oc1cc(CCC(=O)O)n(Cc2ccc(Cl)cc2Cl)n1.Cc1ccccc1S(N)(=O)=O. Given the product Cc1ccccc1S(=O)(=O)NC(=O)CCc1cc(OC(C)C)nn1Cc1ccc(Cl)cc1Cl, predict the reactants needed to synthesize it.